Dataset: Reaction yield outcomes from USPTO patents with 853,638 reactions. Task: Predict the reaction yield, written as a fraction of the theoretical maximum amount of product (1.0 means a 100% yield; for example, 0.34 means a 34% yield). (1) The yield is 0.991. The catalyst is CO. The product is [C:1]([O:4][C@@H:5]1[C@H:9]([CH2:10][CH2:11][CH2:12][CH2:13][CH2:14][CH2:15][C:16]([O:18][CH3:19])=[O:17])[C@@H:8]([CH2:20][CH2:21][CH:22]([OH:30])[C:23]([F:28])([F:29])[CH2:24][CH2:25][CH2:26][CH3:27])[C@H:7]([O:31][CH:32]2[CH2:37][CH2:36][CH2:35][CH2:34][O:33]2)[CH2:6]1)(=[O:3])[CH3:2]. The reactants are [C:1]([O:4][C@@H:5]1[C@H:9]([CH2:10][CH2:11][CH2:12][CH2:13][CH2:14][CH2:15][C:16]([O:18][CH3:19])=[O:17])[C@@H:8]([CH2:20][CH2:21][C:22](=[O:30])[C:23]([F:29])([F:28])[CH2:24][CH2:25][CH2:26][CH3:27])[C@H:7]([O:31][CH:32]2[CH2:37][CH2:36][CH2:35][CH2:34][O:33]2)[CH2:6]1)(=[O:3])[CH3:2].[BH4-].[Na+].C(O)(=O)C. (2) The reactants are Br[C:2]1[CH:3]=[C:4]([S:8]([NH:11][C:12]2[CH:17]=[CH:16][C:15]([CH3:18])=[CH:14][C:13]=2[S:19]([NH2:22])(=[O:21])=[O:20])(=[O:10])=[O:9])[CH:5]=[CH:6][CH:7]=1.[F:23][C:24]([F:36])([F:35])[O:25][C:26]1[CH:27]=[C:28](B(O)O)[CH:29]=[CH:30][CH:31]=1.C1(P(C2CCCCC2)C2CCCCC2)CCCCC1.P([O-])([O-])([O-])=O.[K+].[K+].[K+]. The catalyst is C1(C)C=CC=CC=1.O.Cl.CC([O-])=O.CC([O-])=O.[Pd+2]. The product is [CH3:18][C:15]1[CH:16]=[CH:17][C:12]([NH:11][S:8]([C:4]2[CH:5]=[CH:6][CH:7]=[C:2]([C:28]3[CH:29]=[CH:30][CH:31]=[C:26]([O:25][C:24]([F:23])([F:35])[F:36])[CH:27]=3)[CH:3]=2)(=[O:10])=[O:9])=[C:13]([S:19]([NH2:22])(=[O:21])=[O:20])[CH:14]=1. The yield is 0.300. (3) The reactants are [OH:1][C:2]1[CH:11]=[CH:10][CH:9]=[CH:8][C:3]=1[C:4]([O:6][CH3:7])=[O:5].[Cl:12][C:13]1[CH:18]=[CH:17][C:16]([N+:19]([O-:21])=[O:20])=[C:15](F)[CH:14]=1.C(=O)([O-])[O-].[Cs+].[Cs+].C(OCC)(=O)C. The catalyst is C(#N)C. The product is [Cl:12][C:13]1[CH:14]=[CH:15][C:16]([N+:19]([O-:21])=[O:20])=[C:17]([CH:18]=1)[O:1][C:2]1[CH:11]=[CH:10][CH:9]=[CH:8][C:3]=1[C:4]([O:6][CH3:7])=[O:5]. The yield is 0.780. (4) The product is [Cl:2][C:3]1[CH:4]=[C:5]2[C:9](=[CH:10][CH:11]=1)[NH:8][CH:7]=[C:6]2[CH2:12][CH2:13][NH:14][C:27]([CH:24]1[CH2:25][CH2:26][N:22]([C:19]2[CH:20]=[CH:21][C:16]([Cl:15])=[C:17]([F:31])[CH:18]=2)[C:23]1=[O:30])=[O:28]. The yield is 0.420. The catalyst is CN(C=O)C. The reactants are Cl.[Cl:2][C:3]1[CH:4]=[C:5]2[C:9](=[CH:10][CH:11]=1)[NH:8][CH:7]=[C:6]2[CH2:12][CH2:13][NH2:14].[Cl:15][C:16]1[CH:21]=[CH:20][C:19]([N:22]2[CH2:26][CH2:25][CH:24]([C:27](O)=[O:28])[C:23]2=[O:30])=[CH:18][C:17]=1[F:31].CN(C(ON1N=NC2C=CC=NC1=2)=[N+](C)C)C.F[P-](F)(F)(F)(F)F.C(N(CC)C(C)C)(C)C. (5) The reactants are Br.Br[CH2:3][C:4]1[N:5]=[C:6]2[C:11](=[N:12][CH:13]=1)[N:10]=[C:9]([NH2:14])[N:8]=[C:7]2[NH2:15].[NH2:16][CH2:17][C:18]12[CH2:27][CH:22]3[CH2:23][CH:24]([CH2:26][CH:20]([CH2:21]3)[CH2:19]1)[CH2:25]2.C(=O)(O)[O-]. The catalyst is CN(C)C(=O)C. The product is [C:18]12([CH2:17][NH:16][CH2:3][C:4]3[N:5]=[C:6]4[C:11](=[N:12][CH:13]=3)[N:10]=[C:9]([NH2:14])[N:8]=[C:7]4[NH2:15])[CH2:25][CH:24]3[CH2:23][CH:22]([CH2:21][CH:20]([CH2:26]3)[CH2:19]1)[CH2:27]2. The yield is 0.400. (6) The yield is 0.650. The catalyst is C(Cl)Cl. The product is [O:19]=[C:18]([NH:1][C:2]1[CH:7]=[CH:6][CH:5]=[CH:4][CH:3]=1)[CH2:17][C:16]([OH:21])=[O:15]. The reactants are [NH2:1][C:2]1[CH:7]=[CH:6][CH:5]=[CH:4][CH:3]=1.C[Si](Cl)(C)C.CC1(C)[O:19][C:18](=O)[CH2:17][C:16](=[O:21])[O:15]1.C([O-])(O)=O.[Na+].